This data is from Forward reaction prediction with 1.9M reactions from USPTO patents (1976-2016). The task is: Predict the product of the given reaction. (1) Given the reactants P(OCC)(OCC)([S-])=[S:2].[C:10]([O:13][CH2:14][C:15]([CH3:45])([CH3:44])[CH2:16][N:17]1[C:23]2[CH:24]=[CH:25][C:26]([Cl:28])=[CH:27][C:22]=2[C@@H:21]([C:29]2[CH:34]=[CH:33][CH:32]=[C:31]([O:35][CH3:36])[C:30]=2[O:37][CH3:38])[O:20][C@H:19]([CH2:39][CH2:40][C:41]#[N:42])[C:18]1=[O:43])(=[O:12])[CH3:11].Cl, predict the reaction product. The product is: [C:10]([O:13][CH2:14][C:15]([CH3:45])([CH3:44])[CH2:16][N:17]1[C:23]2[CH:24]=[CH:25][C:26]([Cl:28])=[CH:27][C:22]=2[C@@H:21]([C:29]2[CH:34]=[CH:33][CH:32]=[C:31]([O:35][CH3:36])[C:30]=2[O:37][CH3:38])[O:20][C@H:19]([CH2:39][CH2:40][C:41]([NH2:42])=[S:2])[C:18]1=[O:43])(=[O:12])[CH3:11]. (2) Given the reactants ClC1C=CC2[NH:8][C:7](=O)[C:6]3=C(C)NN=[C:5]3C=2C=1.[Cl:17][C:18]1[CH:27]=[CH:26][C:25]2[N:24]([CH2:28]CCO)[C:23](=[O:32])[C:22]3=[C:33]([CH3:36])[NH:34][N:35]=[C:21]3[C:20]=2[CH:19]=1, predict the reaction product. The product is: [NH2:8][CH2:7][C:6]#[C:5][C:26]1[C:25]2[N:24]([CH3:28])[C:23](=[O:32])[C:22]3=[C:33]([CH3:36])[NH:34][N:35]=[C:21]3[C:20]=2[CH:19]=[C:18]([Cl:17])[CH:27]=1. (3) Given the reactants [F:1][C:2]([F:16])([F:15])[C:3]1[CH:4]=[C:5]([CH:8]=[C:9]([C:11]([F:14])([F:13])[F:12])[CH:10]=1)[CH:6]=O.[CH3:17][N:18]1[CH:22]=[C:21]([NH2:23])[N:20]=[N:19]1.[BH4-].[Na+].FC(F)(F)CC1C=C(C=C(CC(F)(F)F)C=1)CNC1N=NN(C)N=1, predict the reaction product. The product is: [F:1][C:2]([F:16])([F:15])[C:3]1[CH:4]=[C:5]([CH:8]=[C:9]([C:11]([F:14])([F:13])[F:12])[CH:10]=1)[CH2:6][NH:23][C:21]1[N:20]=[N:19][N:18]([CH3:17])[CH:22]=1. (4) Given the reactants [Cl:1][C:2]1[CH:3]=[C:4](OS(C(F)(F)F)(=O)=O)[CH:5]=[CH:6][C:7]=1[CH:8]([CH3:25])[C:9]([OH:24])([C:14]1[CH:23]=[CH:22][CH:21]=[C:20]2[C:15]=1[CH:16]=[CH:17][N:18]=[CH:19]2)[C:10]([F:13])([F:12])[F:11].[F:34][C:35]1[CH:36]=[C:37](B(O)O)[CH:38]=[CH:39][C:40]=1[C:41]([O:43][CH3:44])=[O:42].O.C(=O)([O-])[O-].[Na+].[Na+], predict the reaction product. The product is: [CH3:44][O:43][C:41]([C:40]1[CH:39]=[CH:38][C:37]([C:4]2[CH:5]=[CH:6][C:7]([CH:8]([CH3:25])[C:9]([OH:24])([C:14]3[CH:23]=[CH:22][CH:21]=[C:16]4[C:15]=3[CH:20]=[CH:19][N:18]=[CH:17]4)[C:10]([F:12])([F:13])[F:11])=[C:2]([Cl:1])[CH:3]=2)=[CH:36][C:35]=1[F:34])=[O:42]. (5) Given the reactants [CH3:1][N:2]1[CH2:7][CH2:6][N:5]([CH2:8][C:9]2[CH:14]=[CH:13][C:12]([C:15](=[O:33])/[CH:16]=[CH:17]/[C:18]3[CH:19]=[C:20](/[CH:24]=[CH:25]/[C:26]([O:28]C(C)(C)C)=O)[CH:21]=[CH:22][CH:23]=3)=[CH:11][CH:10]=2)[CH2:4][CH2:3]1.C1C=CC2[N:42]([OH:43])N=NC=2C=1.C(Cl)C[Cl:46].NOC1CCCCO1, predict the reaction product. The product is: [ClH:46].[ClH:46].[OH:43][NH:42][C:26](=[O:28])/[CH:25]=[CH:24]/[C:20]1[CH:21]=[CH:22][CH:23]=[C:18](/[CH:17]=[CH:16]/[C:15]([C:12]2[CH:11]=[CH:10][C:9]([CH2:8][N:5]3[CH2:4][CH2:3][N:2]([CH3:1])[CH2:7][CH2:6]3)=[CH:14][CH:13]=2)=[O:33])[CH:19]=1. (6) The product is: [Br:5][C:6]1[CH:11]=[CH:10][C:9]2[C:17](=[O:19])[CH2:16][CH2:15][CH2:14][CH2:13][CH2:12][C:8]=2[CH:7]=1. Given the reactants S(Cl)(Cl)=O.[Br:5][C:6]1[CH:7]=[C:8]([CH2:12][CH2:13][CH2:14][CH2:15][CH2:16][C:17]([OH:19])=O)[CH:9]=[CH:10][CH:11]=1.[Cl-].[Cl-].[Cl-].[Al+3], predict the reaction product. (7) Given the reactants [CH3:1][N:2]([CH3:6])[C:3](Cl)=[O:4].[CH2:7]([NH:14][CH2:15][CH2:16][OH:17])[C:8]1[CH:13]=[CH:12][CH:11]=[CH:10][CH:9]=1.C(N(CC)CC)C, predict the reaction product. The product is: [CH2:7]([N:14]([CH2:15][CH2:16][OH:17])[C:3]([N:2]([CH3:6])[CH3:1])=[O:4])[C:8]1[CH:13]=[CH:12][CH:11]=[CH:10][CH:9]=1. (8) Given the reactants C(=O)([O-])[O-].[K+].[K+].Cl.[CH3:8][O:9][C:10]([C:12]1([NH2:20])[CH2:17][CH2:16][N:15]([O:18][CH3:19])[CH2:14][CH2:13]1)=[O:11].[CH3:21][C:22]1[CH:27]=[CH:26][C:25]([CH3:28])=[CH:24][C:23]=1[CH2:29][C:30](Cl)=[O:31].O, predict the reaction product. The product is: [CH3:21][C:22]1[CH:27]=[CH:26][C:25]([CH3:28])=[CH:24][C:23]=1[CH2:29][C:30]([NH:20][C:12]1([C:10]([O:9][CH3:8])=[O:11])[CH2:17][CH2:16][N:15]([O:18][CH3:19])[CH2:14][CH2:13]1)=[O:31]. (9) Given the reactants [C:1]([C:3]1[CH:4]=[C:5]([C:10](=[O:27])[CH2:11][N:12]2[CH2:17][CH2:16][N:15]([C:18]([O:20][C:21]([CH3:24])([CH3:23])[CH3:22])=[O:19])[CH2:14][C@@H:13]2[CH2:25][OH:26])[CH:6]=[CH:7][C:8]=1[F:9])#[N:2].[BH4-].[Na+].O, predict the reaction product. The product is: [C:1]([C:3]1[CH:4]=[C:5]([CH:10]([OH:27])[CH2:11][N:12]2[CH2:17][CH2:16][N:15]([C:18]([O:20][C:21]([CH3:22])([CH3:24])[CH3:23])=[O:19])[CH2:14][C@@H:13]2[CH2:25][OH:26])[CH:6]=[CH:7][C:8]=1[F:9])#[N:2]. (10) Given the reactants [Br:1][C:2]1[CH:3]=[N:4][NH:5][CH:6]=1.C(O[K])(C)(C)C.F[C:14]1[CH:19]=[CH:18][C:17]([N+:20]([O-:22])=[O:21])=[CH:16][CH:15]=1, predict the reaction product. The product is: [Br:1][C:2]1[CH:3]=[N:4][N:5]([C:14]2[CH:19]=[CH:18][C:17]([N+:20]([O-:22])=[O:21])=[CH:16][CH:15]=2)[CH:6]=1.